Dataset: Full USPTO retrosynthesis dataset with 1.9M reactions from patents (1976-2016). Task: Predict the reactants needed to synthesize the given product. (1) The reactants are: C(O[C:5]1C=C[CH:8]=[CH:7][C:6]=1[C:11]1[CH:16]=[CH:15][CH:14]=[C:13]([N:17]2[C:21]3[CH:22]=[CH:23][C:24]([C:26]#N)=[CH:25][C:20]=3[N:19]=[CH:18]2)[CH:12]=1)(C)C.[CH3:28][CH:29]([CH2:31][AlH]CC(C)C)C.C1C[O:40]CC1. Given the product [CH3:8][C:7]1[CH:31]=[CH:29][CH:28]=[CH:5][C:6]=1[C:11]1[CH:16]=[CH:15][CH:14]=[C:13]([N:17]2[C:21]3[CH:20]=[CH:25][C:24]([CH:26]=[O:40])=[CH:23][C:22]=3[N:19]=[CH:18]2)[CH:12]=1, predict the reactants needed to synthesize it. (2) Given the product [Br:1][C:2]1[CH:3]=[C:4]([N+:12]([O-:14])=[O:13])[C:5]([CH3:11])=[C:6]([CH:10]=1)[C:7]([O:9][CH3:17])=[O:8], predict the reactants needed to synthesize it. The reactants are: [Br:1][C:2]1[CH:3]=[C:4]([N+:12]([O-:14])=[O:13])[C:5]([CH3:11])=[C:6]([CH:10]=1)[C:7]([OH:9])=[O:8].IC.[C:17](=O)([O-])[O-].[Na+].[Na+]. (3) Given the product [N:15]1([C:11]2[N:12]=[CH:13][N:14]=[C:9]([O:8][C@H:7]3[CH2:6][CH2:5][N:4]([C:32]([O:33][C:34]4([CH3:37])[CH2:36][CH2:35]4)=[O:38])[CH2:3][C@H:2]3[F:1])[C:10]=2[CH3:24])[C:23]2[C:18](=[N:19][CH:20]=[CH:21][CH:22]=2)[CH2:17][CH2:16]1, predict the reactants needed to synthesize it. The reactants are: [F:1][C@H:2]1[C@@H:7]([O:8][C:9]2[N:14]=[CH:13][N:12]=[C:11]([N:15]3[C:23]4[C:18](=[N:19][CH:20]=[CH:21][CH:22]=4)[CH2:17][CH2:16]3)[C:10]=2[CH3:24])[CH2:6][CH2:5][NH:4][CH2:3]1.C(N(CC)CC)C.[C:32](=O)([O:38]C1C=CC([N+]([O-])=O)=CC=1)[O:33][C:34]1([CH3:37])[CH2:36][CH2:35]1. (4) Given the product [Cl:1][C:2]1[C:3](/[C:19](/[OH:28])=[CH:20]/[C:21]([O:23][CH2:24][CH3:25])=[O:22])=[C:4]([C:8]2([C:14]([O:16][CH2:17][CH3:18])=[O:15])[CH2:9][CH2:10][O:11][CH2:12][CH2:13]2)[CH:5]=[CH:6][CH:7]=1, predict the reactants needed to synthesize it. The reactants are: [Cl:1][C:2]1[C:3]([C:19]#[C:20][C:21]([O:23][CH2:24][CH3:25])=[O:22])=[C:4]([C:8]2([C:14]([O:16][CH2:17][CH3:18])=[O:15])[CH2:13][CH2:12][O:11][CH2:10][CH2:9]2)[CH:5]=[CH:6][CH:7]=1.C([O-])(=[O:28])C.[Li+]. (5) Given the product [Cl:1][C:2]1[C:10]2[C:9]([N:11]3[CH2:14][CH:13]([NH:15][C:34]([C:33]4[NH:29][CH:30]=[N:31][CH:32]=4)=[O:35])[CH2:12]3)=[N:8][C:7]([S:16][C:17]3[CH:26]=[N:25][C:24]4[C:19](=[N:20][CH:21]=[CH:22][N:23]=4)[CH:18]=3)=[N:6][C:5]=2[NH:4][C:3]=1[CH2:27][CH3:28], predict the reactants needed to synthesize it. The reactants are: [Cl:1][C:2]1[C:10]2[C:9]([N:11]3[CH2:14][CH:13]([NH2:15])[CH2:12]3)=[N:8][C:7]([S:16][C:17]3[CH:26]=[N:25][C:24]4[C:19](=[N:20][CH:21]=[CH:22][N:23]=4)[CH:18]=3)=[N:6][C:5]=2[NH:4][C:3]=1[CH2:27][CH3:28].[NH:29]1[C:33]([C:34](O)=[O:35])=[CH:32][N:31]=[CH:30]1.F[P-](F)(F)(F)(F)F.N1(O[P+](N(C)C)(N(C)C)N(C)C)C2C=CC=CC=2N=N1.C(N(CC)CC)C.